Dataset: CYP2C9 inhibition data for predicting drug metabolism from PubChem BioAssay. Task: Regression/Classification. Given a drug SMILES string, predict its absorption, distribution, metabolism, or excretion properties. Task type varies by dataset: regression for continuous measurements (e.g., permeability, clearance, half-life) or binary classification for categorical outcomes (e.g., BBB penetration, CYP inhibition). Dataset: cyp2c9_veith. (1) The drug is COCCn1c(=O)c(-c2ccc(Cl)cc2)nc2cnc(N3CCNCC3)nc21. The result is 1 (inhibitor). (2) The compound is CCc1c2c(nc3ccc(OC)cc13)OC(C)C2. The result is 0 (non-inhibitor). (3) The drug is C[C@@]12C[C@@H]3S[C@@H]3C[C@H]1CC[C@@H]1[C@@H]2CC[C@@]2(C)[C@H](O)CC[C@H]12. The result is 1 (inhibitor). (4) The drug is CN1CC[C@@]2(CCN3CCc4c(oc5ccccc45)[C@@H]3C2)N(C)C1=O. The result is 0 (non-inhibitor). (5) The compound is CC(C)NC(=O)N1CC[C@@]2(CCCN(C(=O)c3csnn3)C2)C1. The result is 0 (non-inhibitor). (6) The drug is COc1cc(Br)c(C(C)NC(=O)c2cccc(Br)c2)cc1OC. The result is 1 (inhibitor). (7) The drug is CCCOc1ccc(N2C(=O)CC(S/C(N)=N/N=C(\C)c3cccs3)C2=O)cc1. The result is 1 (inhibitor).